This data is from Full USPTO retrosynthesis dataset with 1.9M reactions from patents (1976-2016). The task is: Predict the reactants needed to synthesize the given product. (1) The reactants are: [CH3:1][O:2][C:3]1[CH:8]=[CH:7][C:6]([C:9](=[O:11])[CH3:10])=[CH:5][C:4]=1[O:12][CH2:13][CH2:14][CH2:15][O:16][CH3:17].[H-].[Na+].[F:20][C:21]([F:27])([F:26])[C:22](OC)=[O:23].Cl. Given the product [F:20][C:21]([F:27])([F:26])[C:22](=[O:23])[CH2:10][C:9]([C:6]1[CH:7]=[CH:8][C:3]([O:2][CH3:1])=[C:4]([O:12][CH2:13][CH2:14][CH2:15][O:16][CH3:17])[CH:5]=1)=[O:11], predict the reactants needed to synthesize it. (2) Given the product [CH2:1]([O:8][C:9]1[CH:10]=[CH:11][C:12]2[C:16]([O:17][C:18]3[CH:32]=[CH:31][C:21]([O:22][CH2:23][CH2:24][N:25]4[CH2:30][CH2:29][CH2:28][CH2:27][CH2:26]4)=[CH:20][CH:19]=3)=[C:15]([C:49]3[CH:48]=[CH:47][C:46]([S:43]([CH2:41][CH3:42])(=[O:45])=[O:44])=[CH:51][CH:50]=3)[S:14][C:13]=2[CH:34]=1)[C:2]1[CH:7]=[CH:6][CH:5]=[CH:4][CH:3]=1, predict the reactants needed to synthesize it. The reactants are: [CH2:1]([O:8][C:9]1[CH:10]=[CH:11][C:12]2[C:16]([O:17][C:18]3[CH:32]=[CH:31][C:21]([O:22][CH2:23][CH2:24][N:25]4[CH2:30][CH2:29][CH2:28][CH2:27][CH2:26]4)=[CH:20][CH:19]=3)=[C:15](Br)[S:14][C:13]=2[CH:34]=1)[C:2]1[CH:7]=[CH:6][CH:5]=[CH:4][CH:3]=1.C(=O)([O-])[O-].[Na+].[Na+].[CH2:41]([S:43]([C:46]1[CH:51]=[CH:50][C:49](B(O)O)=[CH:48][CH:47]=1)(=[O:45])=[O:44])[CH3:42]. (3) Given the product [NH2:18][C:9]1[C:8]2[N:7]=[C:6]([CH2:19][CH2:20][O:21][CH3:22])[N:5]([CH2:4][CH2:3][CH2:2][NH:1][C:30]([NH:29][C:23]3[CH:28]=[CH:27][CH:26]=[CH:25][CH:24]=3)=[O:31])[C:17]=2[C:16]2[CH:15]=[CH:14][CH:13]=[CH:12][C:11]=2[N:10]=1, predict the reactants needed to synthesize it. The reactants are: [NH2:1][CH2:2][CH2:3][CH2:4][N:5]1[C:17]2[C:16]3[CH:15]=[CH:14][CH:13]=[CH:12][C:11]=3[N:10]=[C:9]([NH2:18])[C:8]=2[N:7]=[C:6]1[CH2:19][CH2:20][O:21][CH3:22].[C:23]1([N:29]=[C:30]=[O:31])[CH:28]=[CH:27][CH:26]=[CH:25][CH:24]=1. (4) Given the product [Cl:1][C:2]1[C:11]2[C:6](=[CH:7][C:8]([O:13][CH3:14])=[C:9]([O:12][CH2:23][CH2:22][N:19]3[CH2:20][CH2:21][N:16]([CH3:15])[CH2:17][CH2:18]3)[CH:10]=2)[N:5]=[CH:4][N:3]=1, predict the reactants needed to synthesize it. The reactants are: [Cl:1][C:2]1[C:11]2[C:6](=[CH:7][C:8]([O:13][CH3:14])=[C:9]([OH:12])[CH:10]=2)[N:5]=[CH:4][N:3]=1.[CH3:15][N:16]1[CH2:21][CH2:20][N:19]([CH2:22][CH2:23]O)[CH2:18][CH2:17]1.